This data is from NCI-60 drug combinations with 297,098 pairs across 59 cell lines. The task is: Regression. Given two drug SMILES strings and cell line genomic features, predict the synergy score measuring deviation from expected non-interaction effect. (1) Drug 1: CS(=O)(=O)C1=CC(=C(C=C1)C(=O)NC2=CC(=C(C=C2)Cl)C3=CC=CC=N3)Cl. Drug 2: C1CN(CCN1C(=O)CCBr)C(=O)CCBr. Cell line: SF-268. Synergy scores: CSS=12.4, Synergy_ZIP=-7.66, Synergy_Bliss=-2.78, Synergy_Loewe=-10.2, Synergy_HSA=-5.12. (2) Drug 1: C(CC(=O)O)C(=O)CN.Cl. Drug 2: CC(C)NC(=O)C1=CC=C(C=C1)CNNC.Cl. Cell line: HCT116. Synergy scores: CSS=-2.27, Synergy_ZIP=5.87, Synergy_Bliss=3.88, Synergy_Loewe=-5.25, Synergy_HSA=-4.06. (3) Drug 1: CCC1=CC2CC(C3=C(CN(C2)C1)C4=CC=CC=C4N3)(C5=C(C=C6C(=C5)C78CCN9C7C(C=CC9)(C(C(C8N6C)(C(=O)OC)O)OC(=O)C)CC)OC)C(=O)OC.C(C(C(=O)O)O)(C(=O)O)O. Drug 2: C1=CN(C=N1)CC(O)(P(=O)(O)O)P(=O)(O)O. Cell line: NCI-H460. Synergy scores: CSS=36.7, Synergy_ZIP=-4.33, Synergy_Bliss=-2.35, Synergy_Loewe=-21.2, Synergy_HSA=-3.33. (4) Drug 1: CCN(CC)CCCC(C)NC1=C2C=C(C=CC2=NC3=C1C=CC(=C3)Cl)OC. Drug 2: CC(C)CN1C=NC2=C1C3=CC=CC=C3N=C2N. Cell line: BT-549. Synergy scores: CSS=11.8, Synergy_ZIP=0.449, Synergy_Bliss=2.89, Synergy_Loewe=2.06, Synergy_HSA=0.803. (5) Drug 1: COC1=C(C=C2C(=C1)N=CN=C2NC3=CC(=C(C=C3)F)Cl)OCCCN4CCOCC4. Drug 2: COC1=C2C(=CC3=C1OC=C3)C=CC(=O)O2. Cell line: UO-31. Synergy scores: CSS=26.4, Synergy_ZIP=-2.87, Synergy_Bliss=-0.177, Synergy_Loewe=-7.18, Synergy_HSA=-1.42. (6) Drug 1: CN(CC1=CN=C2C(=N1)C(=NC(=N2)N)N)C3=CC=C(C=C3)C(=O)NC(CCC(=O)O)C(=O)O. Drug 2: C1=NC2=C(N=C(N=C2N1C3C(C(C(O3)CO)O)F)Cl)N. Cell line: NCI-H226. Synergy scores: CSS=48.2, Synergy_ZIP=0.629, Synergy_Bliss=1.16, Synergy_Loewe=-18.3, Synergy_HSA=0.668. (7) Drug 1: CC12CCC3C(C1CCC2O)C(CC4=C3C=CC(=C4)O)CCCCCCCCCS(=O)CCCC(C(F)(F)F)(F)F. Drug 2: C1=CN(C=N1)CC(O)(P(=O)(O)O)P(=O)(O)O. Cell line: HT29. Synergy scores: CSS=-1.23, Synergy_ZIP=0.527, Synergy_Bliss=1.91, Synergy_Loewe=-3.19, Synergy_HSA=-2.07. (8) Drug 1: C1C(C(OC1N2C=C(C(=O)NC2=O)F)CO)O. Synergy scores: CSS=12.3, Synergy_ZIP=-5.31, Synergy_Bliss=4.57, Synergy_Loewe=-0.924, Synergy_HSA=5.67. Cell line: TK-10. Drug 2: C1C(C(OC1N2C=NC(=NC2=O)N)CO)O. (9) Drug 1: C1=CC(=CC=C1CCC2=CNC3=C2C(=O)NC(=N3)N)C(=O)NC(CCC(=O)O)C(=O)O. Drug 2: CC1=C2C(C(=O)C3(C(CC4C(C3C(C(C2(C)C)(CC1OC(=O)C(C(C5=CC=CC=C5)NC(=O)C6=CC=CC=C6)O)O)OC(=O)C7=CC=CC=C7)(CO4)OC(=O)C)O)C)OC(=O)C. Cell line: CAKI-1. Synergy scores: CSS=21.9, Synergy_ZIP=-7.33, Synergy_Bliss=-8.90, Synergy_Loewe=-23.5, Synergy_HSA=-4.27.